Dataset: Catalyst prediction with 721,799 reactions and 888 catalyst types from USPTO. Task: Predict which catalyst facilitates the given reaction. (1) Reactant: [CH3:1][O:2][C:3](=[O:13])[CH2:4][CH2:5][C:6]([N:8]1[CH2:12][CH:11]=[CH:10][CH2:9]1)=[O:7].C1C=C(Cl)C=C(C(OO)=[O:22])C=1. Product: [CH3:1][O:2][C:3](=[O:13])[CH2:4][CH2:5][C:6]([N:8]1[CH2:9][CH:10]2[CH:11]([O:22]2)[CH2:12]1)=[O:7]. The catalyst class is: 96. (2) Reactant: [CH:1]([CH:3]1[CH2:8][O:7][CH2:6][CH2:5][N:4]1[C:9]([O:11][CH2:12][CH:13]1[C:25]2[CH:24]=[CH:23][CH:22]=[CH:21][C:20]=2[C:19]2[C:14]1=[CH:15][CH:16]=[CH:17][CH:18]=2)=[O:10])=[O:2].FC(F)(F)S(O[Si](C)(C)C)(=O)=O.BrC1C=C2C(=C(C(OC)=O)C=1)NC=C2.C([SiH](CC)CC)C. Product: [OH:2][CH2:1][CH:3]1[CH2:8][O:7][CH2:6][CH2:5][N:4]1[C:9]([O:11][CH2:12][CH:13]1[C:14]2[CH:15]=[CH:16][CH:17]=[CH:18][C:19]=2[C:20]2[C:25]1=[CH:24][CH:23]=[CH:22][CH:21]=2)=[O:10]. The catalyst class is: 4. (3) Reactant: Cl.CN.[CH:4]1[CH:5]=[CH:6][C:7]2N(O)N=N[C:8]=2[CH:9]=1.[CH3:14][CH2:15][N:16]=C=NCCCN(C)C.[CH2:25](N(CC)CC)C.[C:32](=[O:35])(O)[O-].[Na+].[CH3:37][N:38](C)[CH:39]=[O:40]. Product: [CH3:37][NH:38][C:39]([C:14]1[C:15]([C:8]2[CH:7]=[CH:6][CH:5]=[CH:4][CH:9]=2)=[N:16][O:35][C:32]=1[CH3:25])=[O:40]. The catalyst class is: 13. (4) Reactant: [NH2:1][C:2]1[N:6]([CH3:7])[N:5]=[CH:4][C:3]=1[NH:8][C:9](=[O:36])[C@@H:10]([NH:23][C:24](=[O:35])[CH2:25][CH2:26][NH:27][C:28]([O:30][C:31]([CH3:34])([CH3:33])[CH3:32])=[O:29])[CH2:11][CH2:12][CH2:13][CH2:14][NH:15][C:16](=[O:22])[O:17][C:18]([CH3:21])([CH3:20])[CH3:19].C(N(CC)CC)C.[C:44]1([C:50](Cl)([C:57]2[CH:62]=[CH:61][CH:60]=[CH:59][CH:58]=2)[C:51]2[CH:56]=[CH:55][CH:54]=[CH:53][CH:52]=2)[CH:49]=[CH:48][CH:47]=[CH:46][CH:45]=1. Product: [C:31]([O:30][C:28]([NH:27][CH2:26][CH2:25][C:24]([NH:23][C@H:10]([C:9]([NH:8][C:3]1[CH:4]=[N:5][N:6]([CH3:7])[C:2]=1[NH:1][C:50]([C:44]1[CH:49]=[CH:48][CH:47]=[CH:46][CH:45]=1)([C:57]1[CH:58]=[CH:59][CH:60]=[CH:61][CH:62]=1)[C:51]1[CH:52]=[CH:53][CH:54]=[CH:55][CH:56]=1)=[O:36])[CH2:11][CH2:12][CH2:13][CH2:14][NH:15][C:16](=[O:22])[O:17][C:18]([CH3:21])([CH3:20])[CH3:19])=[O:35])=[O:29])([CH3:34])([CH3:33])[CH3:32]. The catalyst class is: 22. (5) Reactant: CC(C)([O-])C.[Na+].C1C=CC(P(C2C(C3C(P(C4C=CC=CC=4)C4C=CC=CC=4)=CC=C4C=3C=CC=C4)=C3C(C=CC=C3)=CC=2)C2C=CC=CC=2)=CC=1.Br[C:54]1[CH:55]=[C:56]2[C:61](=[CH:62][CH:63]=1)[N:60]=[CH:59][N:58]([C:64]1[CH:65]=[C:66]([NH:71][C:72](=[O:83])[C:73]3[CH:78]=[CH:77][CH:76]=[C:75]([C:79]([F:82])([F:81])[F:80])[CH:74]=3)[CH:67]=[CH:68][C:69]=1[CH3:70])[C:57]2=[O:84].[NH:85]1[CH2:90][CH2:89][O:88][CH2:87][CH2:86]1. Product: [CH3:70][C:69]1[CH:68]=[CH:67][C:66]([NH:71][C:72](=[O:83])[C:73]2[CH:78]=[CH:77][CH:76]=[C:75]([C:79]([F:81])([F:82])[F:80])[CH:74]=2)=[CH:65][C:64]=1[N:58]1[C:57](=[O:84])[C:56]2[C:61](=[CH:62][CH:63]=[C:54]([N:85]3[CH2:90][CH2:89][O:88][CH2:87][CH2:86]3)[CH:55]=2)[N:60]=[CH:59]1. The catalyst class is: 102. (6) The catalyst class is: 3. Product: [Cl:30][C:25]1[CH:24]=[C:23]([CH2:22][C@@H:2]([NH:1][C:42]([CH:40]2[CH2:41][N:38]([C:31]([O:33][C:34]([CH3:37])([CH3:36])[CH3:35])=[O:32])[CH2:39]2)=[O:43])[C:3]([N:5]2[CH2:6][CH2:7][N:8]([C:11]3[CH:16]=[CH:15][CH:14]=[CH:13][C:12]=3[NH:17][S:18]([CH3:21])(=[O:19])=[O:20])[CH2:9][CH2:10]2)=[O:4])[CH:28]=[CH:27][C:26]=1[Cl:29]. Reactant: [NH2:1][C@H:2]([CH2:22][C:23]1[CH:28]=[CH:27][C:26]([Cl:29])=[C:25]([Cl:30])[CH:24]=1)[C:3]([N:5]1[CH2:10][CH2:9][N:8]([C:11]2[CH:16]=[CH:15][CH:14]=[CH:13][C:12]=2[NH:17][S:18]([CH3:21])(=[O:20])=[O:19])[CH2:7][CH2:6]1)=[O:4].[C:31]([N:38]1[CH2:41][CH:40]([C:42](O)=[O:43])[CH2:39]1)([O:33][C:34]([CH3:37])([CH3:36])[CH3:35])=[O:32].CCN=C=NCCCN(C)C.CI.C1C=NC2N(O)N=NC=2C=1. (7) The catalyst class is: 4. Product: [Cl:8][C:9]1[C:14]([O:15][CH3:16])=[N:13][C:12]([C:17]([C:31]2[CH:32]=[CH:33][C:34]([S:37][CH:38]3[CH2:39][CH2:40]3)=[CH:35][CH:36]=2)=[CH:18][C@H:19]2[CH2:23][CH2:22][NH:21][CH2:20]2)=[CH:11][CH:10]=1. Reactant: FC(F)(F)C(O)=O.[Cl:8][C:9]1[CH:10]=[CH:11][C:12]([C:17]([C:31]2[CH:36]=[CH:35][C:34]([S:37][CH:38]3[CH2:40][CH2:39]3)=[CH:33][CH:32]=2)=[CH:18][C@H:19]2[CH2:23][CH2:22][N:21](C(OC(C)(C)C)=O)[CH2:20]2)=[N:13][C:14]=1[O:15][CH3:16]. (8) The catalyst class is: 47. Reactant: Br[CH2:2][C:3]1[CH:8]=[CH:7][CH:6]=[CH:5][C:4]=1[F:9].[NH2:10][C:11]([C@@H:13]1[CH2:17][CH2:16][C@H:15]([C:18]2[CH:23]=[CH:22][C:21]([OH:24])=[CH:20][CH:19]=2)[N:14]1[C:25]([O:27][C:28]([CH3:31])([CH3:30])[CH3:29])=[O:26])=[O:12].C(=O)([O-])[O-].[K+].[K+].C(OCC)(=O)C. Product: [NH2:10][C:11]([C@@H:13]1[CH2:17][CH2:16][C@H:15]([C:18]2[CH:23]=[CH:22][C:21]([O:24][CH2:2][C:3]3[CH:8]=[CH:7][CH:6]=[CH:5][C:4]=3[F:9])=[CH:20][CH:19]=2)[N:14]1[C:25]([O:27][C:28]([CH3:31])([CH3:30])[CH3:29])=[O:26])=[O:12]. (9) Reactant: [Cl:1][C:2]1[CH:7]=[CH:6][C:5]([CH:8]([C:20]2[CH:25]=[CH:24][CH:23]=[CH:22][CH:21]=2)[NH:9][C:10](=[O:19])[CH2:11][C:12]2[CH:17]=[CH:16][C:15]([OH:18])=[CH:14][CH:13]=2)=[CH:4][CH:3]=1.[H-].[Na+].Cl[CH2:29][C:30]1[CH:34]=[C:33]([CH3:35])[O:32][N:31]=1. Product: [Cl:1][C:2]1[CH:7]=[CH:6][C:5]([CH:8]([C:20]2[CH:21]=[CH:22][CH:23]=[CH:24][CH:25]=2)[NH:9][C:10](=[O:19])[CH2:11][C:12]2[CH:17]=[CH:16][C:15]([O:18][CH2:29][C:30]3[CH:34]=[C:33]([CH3:35])[O:32][N:31]=3)=[CH:14][CH:13]=2)=[CH:4][CH:3]=1. The catalyst class is: 3.